This data is from Reaction yield outcomes from USPTO patents with 853,638 reactions. The task is: Predict the reaction yield, written as a fraction of the theoretical maximum amount of product (1.0 means a 100% yield; for example, 0.34 means a 34% yield). (1) The reactants are CC(OI1(OC(C)=O)(OC(C)=O)OC(=O)C2C1=CC=CC=2)=O.[NH:23]1[C:31]2[C:26](=[CH:27][CH:28]=[C:29]([CH2:32][OH:33])[CH:30]=2)[CH:25]=[CH:24]1.[OH-].[Na+]. The catalyst is C(Cl)Cl. The product is [NH:23]1[C:31]2[C:26](=[CH:27][CH:28]=[C:29]([CH:32]=[O:33])[CH:30]=2)[CH:25]=[CH:24]1. The yield is 0.240. (2) The reactants are Br[C:2]1[CH:7]=[C:6]([F:8])[CH:5]=[CH:4][C:3]=1[N+:9]([O-:11])=[O:10].[F:12][C:13]1[CH:18]=[CH:17][CH:16]=[CH:15][C:14]=1B(O)O.C(=O)([O-])[O-].[K+].[K+]. The catalyst is C1C=CC([P]([Pd]([P](C2C=CC=CC=2)(C2C=CC=CC=2)C2C=CC=CC=2)([P](C2C=CC=CC=2)(C2C=CC=CC=2)C2C=CC=CC=2)[P](C2C=CC=CC=2)(C2C=CC=CC=2)C2C=CC=CC=2)(C2C=CC=CC=2)C2C=CC=CC=2)=CC=1.CN(C)C(=O)C. The product is [F:12][C:13]1[CH:18]=[CH:17][CH:16]=[CH:15][C:14]=1[C:2]1[CH:7]=[C:6]([F:8])[CH:5]=[CH:4][C:3]=1[N+:9]([O-:11])=[O:10]. The yield is 0.940. (3) The reactants are [OH:1][CH:2]1[CH2:7][N:6]([C:8]([O:10][CH2:11][C:12]2[CH:17]=[CH:16][CH:15]=[CH:14][CH:13]=2)=[O:9])[CH:5]([CH3:18])[CH2:4][CH:3]1[NH:19][C:20](=[O:27])[C:21]1[CH:26]=[CH:25][CH:24]=[CH:23][N:22]=1.CC(OI1(OC(C)=O)(OC(C)=O)OC(=O)C2C=CC=CC1=2)=O.C(=O)([O-])[O-].[Na+].[Na+]. The catalyst is C(Cl)Cl. The product is [CH3:18][CH:5]1[CH2:4][CH:3]([NH:19][C:20](=[O:27])[C:21]2[CH:26]=[CH:25][CH:24]=[CH:23][N:22]=2)[C:2](=[O:1])[CH2:7][N:6]1[C:8]([O:10][CH2:11][C:12]1[CH:17]=[CH:16][CH:15]=[CH:14][CH:13]=1)=[O:9]. The yield is 0.650. (4) The reactants are [CH2:1]([O:4][C:5]1[CH:6]=[C:7]([C:15]([O:17][CH3:18])=[O:16])[CH:8]=[C:9]([CH:14]=1)[C:10]([O:12]C)=[O:11])[CH:2]=[CH2:3].[OH-].[Na+]. The catalyst is CO. The product is [CH2:1]([O:4][C:5]1[CH:14]=[C:9]([CH:8]=[C:7]([C:15]([O:17][CH3:18])=[O:16])[CH:6]=1)[C:10]([OH:12])=[O:11])[CH:2]=[CH2:3]. The yield is 0.740. (5) The reactants are I[C:2]1[N:3]=[C:4]([CH2:7][CH2:8][CH3:9])[NH:5][CH:6]=1.[N:10]1[CH:15]=[CH:14][C:13](B(O)O)=[CH:12][CH:11]=1.C(=O)([O-])[O-].[Na+].[Na+]. The catalyst is O1CCOCC1.O. The product is [CH2:7]([C:4]1[NH:5][CH:6]=[C:2]([C:13]2[CH:14]=[CH:15][N:10]=[CH:11][CH:12]=2)[N:3]=1)[CH2:8][CH3:9]. The yield is 0.370. (6) The reactants are [CH2:1]([C:5]1[N:6]=[C:7]([SH:27])[NH:8][C:9](=[O:26])[C:10]=1[CH2:11][C:12]1[CH:17]=[CH:16][C:15]([C:18]2[C:19]([C:24]#[N:25])=[CH:20][CH:21]=[CH:22][CH:23]=2)=[CH:14][CH:13]=1)[CH2:2][CH2:3][CH3:4].I[CH3:29].[OH-].[K+]. The catalyst is CO. The product is [CH2:1]([C:5]1[N:6]=[C:7]([S:27][CH3:29])[NH:8][C:9](=[O:26])[C:10]=1[CH2:11][C:12]1[CH:17]=[CH:16][C:15]([C:18]2[C:19]([C:24]#[N:25])=[CH:20][CH:21]=[CH:22][CH:23]=2)=[CH:14][CH:13]=1)[CH2:2][CH2:3][CH3:4]. The yield is 0.830. (7) The reactants are Br[C:2]1[N:3]=[C:4]2[C:10]([CH2:11][CH3:12])=[C:9]([C:13]3[CH:18]=[CH:17][C:16]([C:19]4([CH3:24])[O:23][CH2:22][CH2:21][O:20]4)=[CH:15][CH:14]=3)[N:8]([CH2:25][O:26][CH2:27][CH2:28][Si:29]([CH3:32])([CH3:31])[CH3:30])[C:5]2=[N:6][CH:7]=1.[Li][CH2:34][CH2:35][CH2:36]C.C([Cu])#N.C(Br)C=C.C([O-])(O)=O.[Na+]. The catalyst is C1COCC1.CCOC(C)=O.O. The product is [CH2:36]([C:2]1[N:3]=[C:4]2[C:10]([CH2:11][CH3:12])=[C:9]([C:13]3[CH:14]=[CH:15][C:16]([C:19]4([CH3:24])[O:20][CH2:21][CH2:22][O:23]4)=[CH:17][CH:18]=3)[N:8]([CH2:25][O:26][CH2:27][CH2:28][Si:29]([CH3:30])([CH3:32])[CH3:31])[C:5]2=[N:6][CH:7]=1)[CH:35]=[CH2:34]. The yield is 0.700. (8) The reactants are [Br:1][C:2]1[CH:3]=[C:4]([CH:7]=[CH:8][C:9]=1[S:10](=[O:15])(=[O:14])[N:11]([CH3:13])[CH3:12])[CH:5]=[O:6].[BH4-].[Na+]. The catalyst is C1COCC1. The product is [Br:1][C:2]1[CH:3]=[C:4]([CH:7]=[CH:8][C:9]=1[S:10](=[O:15])(=[O:14])[N:11]([CH3:13])[CH3:12])[CH2:5][OH:6]. The yield is 0.920.